Dataset: Catalyst prediction with 721,799 reactions and 888 catalyst types from USPTO. Task: Predict which catalyst facilitates the given reaction. (1) Reactant: [C:1]1([CH:11]=O)[C:10]2[C:5](=[CH:6][CH:7]=[CH:8][CH:9]=2)[CH:4]=[CH:3][CH:2]=1.[CH2:13]([O:15][CH:16]([O:19][CH2:20][CH3:21])[CH2:17][NH2:18])[CH3:14].C(O[BH-](OC(=O)C)OC(=O)C)(=O)C.[Na+]. Product: [CH2:13]([O:15][CH:16]([O:19][CH2:20][CH3:21])[CH2:17][NH:18][CH2:11][C:1]1[C:10]2[C:5](=[CH:6][CH:7]=[CH:8][CH:9]=2)[CH:4]=[CH:3][CH:2]=1)[CH3:14]. The catalyst class is: 54. (2) Reactant: C1(P(C2C=CC=CC=2)C2C=CC=CC=2)C=CC=CC=1.CC(OC(/N=N/C(OC(C)C)=O)=O)C.[C:34]([O:38][C:39]([N:41]1[CH2:45][CH2:44][CH2:43][C:42]1([CH2:54]O)[C:46](=[O:53])[NH:47][CH2:48][C:49]([O:51][CH3:52])=[O:50])=[O:40])([CH3:37])([CH3:36])[CH3:35]. Product: [CH3:52][O:51][C:49](=[O:50])[CH2:48][N:47]1[CH2:54][C:42]2([CH2:43][CH2:44][CH2:45][N:41]2[C:39]([O:38][C:34]([CH3:35])([CH3:36])[CH3:37])=[O:40])[C:46]1=[O:53]. The catalyst class is: 1. (3) Reactant: N(C(C)(C)C#N)=NC(C)(C)C#N.[CH3:13][C:14]1[CH:23]=[C:22]2[C:17]([CH:18]=[CH:19][C:20]([C:24]#[N:25])=[CH:21]2)=[CH:16][CH:15]=1.[Br:26]N1C(=O)CCC1=O. Product: [Br:26][CH2:13][C:14]1[CH:23]=[C:22]2[C:17]([CH:18]=[CH:19][C:20]([C:24]#[N:25])=[CH:21]2)=[CH:16][CH:15]=1. The catalyst class is: 397. (4) Reactant: [Br:1][C:2]1[CH:7]=[CH:6][C:5]([CH:8]([C:20]2[S:24][CH:23]=[N:22][C:21]=2[CH3:25])[CH2:9][C:10]([C:12]2[CH:13]=[N:14][C:15]([O:18]C)=[CH:16][CH:17]=2)=[O:11])=[CH:4][CH:3]=1.Cl. Product: [Br:1][C:2]1[CH:7]=[CH:6][C:5]([CH:8]([C:20]2[S:24][CH:23]=[N:22][C:21]=2[CH3:25])[CH2:9][C:10]([C:12]2[CH:17]=[CH:16][C:15](=[O:18])[NH:14][CH:13]=2)=[O:11])=[CH:4][CH:3]=1. The catalyst class is: 12. (5) Reactant: [Cl:1][C:2]1[CH:3]=[C:4]([OH:9])[CH:5]=[C:6]([Cl:8])[CH:7]=1.[Cl:10][C:11]1[CH:12]=[C:13]([C:18]2[C:30]([O:31][CH:32]([F:34])[F:33])=[CH:29][C:21]([C:22]([NH:24][S:25]([CH3:28])(=[O:27])=[O:26])=[O:23])=[C:20]([F:35])[CH:19]=2)[CH:14]=[N:15][C:16]=1F.C(=O)([O-])[O-].[Cs+].[Cs+]. Product: [Cl:10][C:11]1[CH:12]=[C:13]([C:18]2[C:30]([O:31][CH:32]([F:33])[F:34])=[CH:29][C:21]([C:22]([NH:24][S:25]([CH3:28])(=[O:26])=[O:27])=[O:23])=[C:20]([F:35])[CH:19]=2)[CH:14]=[N:15][C:16]=1[O:9][C:4]1[CH:3]=[C:2]([Cl:1])[CH:7]=[C:6]([Cl:8])[CH:5]=1. The catalyst class is: 16. (6) Reactant: [CH3:1][C:2]1[CH:3]=[C:4]([CH:21]=[CH:22][C:23]=1[CH3:24])[C:5]([C:7]1[C:16](=[O:17])[C:15]2[CH:14]=[C:13]3[O:18][CH2:19][O:20][C:12]3=[CH:11][C:10]=2[NH:9][CH:8]=1)=[O:6].[H-].[Na+].Br.Br[CH2:29][C:30]1[CH:31]=[N:32][CH:33]=[CH:34][CH:35]=1. Product: [CH3:1][C:2]1[CH:3]=[C:4]([CH:21]=[CH:22][C:23]=1[CH3:24])[C:5]([C:7]1[C:16](=[O:17])[C:15]2[CH:14]=[C:13]3[O:18][CH2:19][O:20][C:12]3=[CH:11][C:10]=2[N:9]([CH2:29][C:30]2[CH:31]=[N:32][CH:33]=[CH:34][CH:35]=2)[CH:8]=1)=[O:6]. The catalyst class is: 9. (7) Reactant: Br[CH2:2][C:3]1[CH:8]=[CH:7][N:6]=[C:5]([C:9]([O:11][CH3:12])=[O:10])[CH:4]=1.[NH:13]1[CH:17]=[N:16][CH:15]=[N:14]1. Product: [N:13]1([CH2:2][C:3]2[CH:8]=[CH:7][N:6]=[C:5]([C:9]([O:11][CH3:12])=[O:10])[CH:4]=2)[CH:17]=[N:16][CH:15]=[N:14]1. The catalyst class is: 23. (8) The catalyst class is: 2. Reactant: [CH3:1][O:2][C:3]1[CH:4]=[C:5]([CH:9]=[CH:10][C:11]=1[O:12][CH3:13])[C:6](Cl)=[O:7].[NH2:14][C:15]1[CH:20]=[CH:19][C:18]([C:21]([CH3:25])([CH3:24])[C:22]#[N:23])=[C:17]([CH3:26])[CH:16]=1.C(N(CC)CC)C. Product: [C:22]([C:21]([CH3:25])([CH3:24])[C:18]1[CH:19]=[CH:20][C:15]([NH:14][C:6](=[O:7])[C:5]2[CH:9]=[CH:10][C:11]([O:12][CH3:13])=[C:3]([O:2][CH3:1])[CH:4]=2)=[CH:16][C:17]=1[CH3:26])#[N:23]. (9) Reactant: [CH3:22][C:17]1[CH:18]=[CH:19][CH:20]=[CH:21][C:16]=1P([C:16]1[CH:21]=[CH:20][CH:19]=[CH:18][C:17]=1[CH3:22])[C:16]1[CH:21]=[CH:20][CH:19]=[CH:18][C:17]=1[CH3:22].[C:23]([O:27][CH3:28])(=[O:26])[CH:24]=[CH2:25].C([N:31]([CH2:34][CH3:35])[CH2:32]C)C. Product: [C:34]1([N:31]2[C:16]3[C:17](=[CH:18][C:19](/[CH:25]=[CH:24]/[C:23]([O:27][CH3:28])=[O:26])=[CH:20][CH:21]=3)[CH:22]=[CH:32]2)[CH:35]=[CH:21][CH:16]=[CH:17][CH:22]=1. The catalyst class is: 167.